This data is from Full USPTO retrosynthesis dataset with 1.9M reactions from patents (1976-2016). The task is: Predict the reactants needed to synthesize the given product. Given the product [Cl:19][CH:20]([Si:52]1([CH3:51])[CH2:15][CH2:16][CH2:17][CH2:18]1)[CH2:21][CH3:22], predict the reactants needed to synthesize it. The reactants are: [Mg].[CH2:16]([CH:15]([CH2:15][CH2:16][CH2:17][CH3:18])OCCOCCOC)[CH2:17][CH2:18]C.[Cl:19][CH2:20][CH2:21][CH2:22]CCl.ClCCCCCl.C(C(CCCC)OCCOCCOC)CCC.ClCC[CH2:51][Si:52](C)(Cl)Cl.